Dataset: Full USPTO retrosynthesis dataset with 1.9M reactions from patents (1976-2016). Task: Predict the reactants needed to synthesize the given product. (1) Given the product [Cl:12][C:13]1[CH:18]=[CH:17][C:16]([NH:19][C:20]2[C:29]3[C:24](=[CH:25][C:26]([O:32][CH3:33])=[C:27]([O:30][CH3:31])[CH:28]=3)[N:23]=[C:22]([N:34]3[CH2:35][CH2:36][CH:37]([N:40]([CH3:48])[C:41](=[O:47])[C@@H:42]4[CH2:46][CH2:45][CH2:44][N:43]4[CH2:7][CH3:8])[CH2:38][CH2:39]3)[N:21]=2)=[C:15]([F:49])[CH:14]=1, predict the reactants needed to synthesize it. The reactants are: C(=O)([O-])[O-].[K+].[K+].[CH2:7](I)[CH3:8].Cl.Cl.[Cl:12][C:13]1[CH:18]=[CH:17][C:16]([NH:19][C:20]2[C:29]3[C:24](=[CH:25][C:26]([O:32][CH3:33])=[C:27]([O:30][CH3:31])[CH:28]=3)[N:23]=[C:22]([N:34]3[CH2:39][CH2:38][CH:37]([N:40]([CH3:48])[C:41](=[O:47])[C@@H:42]4[CH2:46][CH2:45][CH2:44][NH:43]4)[CH2:36][CH2:35]3)[N:21]=2)=[C:15]([F:49])[CH:14]=1. (2) Given the product [C:1]([O:5][C:6]([N:8]1[C:16]2[C:11](=[CH:12][C:13]([O:17][CH2:26][C:23]3[CH:24]=[CH:25][C:20]([C:19]([F:33])([F:32])[F:18])=[C:21]([C:28]([F:29])([F:30])[F:31])[CH:22]=3)=[CH:14][CH:15]=2)[CH2:10][CH2:9]1)=[O:7])([CH3:4])([CH3:2])[CH3:3], predict the reactants needed to synthesize it. The reactants are: [C:1]([O:5][C:6]([N:8]1[C:16]2[C:11](=[CH:12][C:13]([OH:17])=[CH:14][CH:15]=2)[CH2:10][CH2:9]1)=[O:7])([CH3:4])([CH3:3])[CH3:2].[F:18][C:19]([F:33])([F:32])[C:20]1[CH:25]=[CH:24][C:23]([CH2:26]Cl)=[CH:22][C:21]=1[C:28]([F:31])([F:30])[F:29].C(=O)([O-])[O-].[K+].[K+].